From a dataset of Full USPTO retrosynthesis dataset with 1.9M reactions from patents (1976-2016). Predict the reactants needed to synthesize the given product. (1) Given the product [S:17]1[CH:21]=[CH:20][CH:19]=[C:18]1[C:22]([NH:5][NH:4][C:1](=[O:3])[CH3:2])=[O:23], predict the reactants needed to synthesize it. The reactants are: [C:1]([NH:4][NH2:5])(=[O:3])[CH3:2].C([O-])(O)=O.[Na+].O1CCOCC1.[S:17]1[CH:21]=[CH:20][CH:19]=[C:18]1[C:22](Cl)=[O:23]. (2) Given the product [CH2:18]1[C:21]2([CH2:24][C:23](=[CH:3][C:1]#[N:2])[CH2:22]2)[CH2:20][O:19]1, predict the reactants needed to synthesize it. The reactants are: [C:1]([CH2:3]P(=O)(OCC)OCC)#[N:2].CC(C)([O-])C.[K+].[CH2:18]1[C:21]2([CH2:24][C:23](=O)[CH2:22]2)[CH2:20][O:19]1. (3) Given the product [Cl:1][C:2]1[C:3]2[C:10]([C:27]3[CH:28]=[C:23]([CH:24]=[CH:25][CH:26]=3)[C:21]#[N:22])=[C:9]([CH3:12])[N:8]([CH2:13][O:14][CH2:15][CH2:16][Si:17]([CH3:20])([CH3:19])[CH3:18])[C:4]=2[N:5]=[CH:6][N:7]=1, predict the reactants needed to synthesize it. The reactants are: [Cl:1][C:2]1[C:3]2[C:10](I)=[C:9]([CH3:12])[N:8]([CH2:13][O:14][CH2:15][CH2:16][Si:17]([CH3:20])([CH3:19])[CH3:18])[C:4]=2[N:5]=[CH:6][N:7]=1.[C:21]([C:23]1[CH:24]=[C:25](B(O)O)[CH:26]=[CH:27][CH:28]=1)#[N:22].C(=O)([O-])[O-].[K+].[K+]. (4) Given the product [Cl:22][C:10]1[CH:9]=[C:8]2[C:13]([C:14]([C:15]3[CH:20]=[CH:19][CH:18]=[CH:17][C:16]=3[F:21])=[C:5]([C:3]([OH:4])=[O:2])[C:6]([CH:23]([CH3:24])[CH3:25])=[N:7]2)=[CH:12][CH:11]=1, predict the reactants needed to synthesize it. The reactants are: C[O:2][C:3]([C:5]1[C:6]([CH:23]([CH3:25])[CH3:24])=[N:7][C:8]2[C:13]([C:14]=1[C:15]1[CH:20]=[CH:19][CH:18]=[CH:17][C:16]=1[F:21])=[CH:12][CH:11]=[C:10]([Cl:22])[CH:9]=2)=[O:4].[OH-].[Na+]. (5) Given the product [CH:1]1([S:4]([C:7]2[CH:8]=[CH:9][C:10]([CH:13]([C:21]3[NH:25][C:24]([C:26]([OH:28])=[O:27])=[CH:23][CH:22]=3)[CH2:14][CH:15]3[CH2:16][CH2:17][O:18][CH2:19][CH2:20]3)=[CH:11][CH:12]=2)(=[O:5])=[O:6])[CH2:3][CH2:2]1, predict the reactants needed to synthesize it. The reactants are: [CH:1]1([S:4]([C:7]2[CH:12]=[CH:11][C:10]([CH:13]([C:21]3[NH:25][C:24]([C:26]([O:28]CC)=[O:27])=[CH:23][CH:22]=3)[CH2:14][CH:15]3[CH2:20][CH2:19][O:18][CH2:17][CH2:16]3)=[CH:9][CH:8]=2)(=[O:6])=[O:5])[CH2:3][CH2:2]1.C(O)C.[OH-].[Na+]. (6) Given the product [Cl:1][C:2]1[CH:3]=[CH:4][C:5]([CH2:6][CH2:7][NH:8][C:9]([C:11]2[CH:12]=[CH:13][C:14]([O:15][C:16]3[CH:21]=[CH:20][C:19]([CH2:22][C:23]([OH:25])=[O:24])=[CH:18][C:17]=3[CH:28]3[CH2:29][CH2:30]3)=[CH:31][CH:32]=2)=[O:10])=[CH:33][CH:34]=1, predict the reactants needed to synthesize it. The reactants are: [Cl:1][C:2]1[CH:34]=[CH:33][C:5]([CH2:6][CH2:7][NH:8][C:9]([C:11]2[CH:32]=[CH:31][C:14]([O:15][C:16]3[CH:21]=[CH:20][C:19]([CH2:22][C:23]([O:25]CC)=[O:24])=[CH:18][C:17]=3[CH:28]3[CH2:30][CH2:29]3)=[CH:13][CH:12]=2)=[O:10])=[CH:4][CH:3]=1.[OH-].[Na+].O.